From a dataset of Peptide-MHC class I binding affinity with 185,985 pairs from IEDB/IMGT. Regression. Given a peptide amino acid sequence and an MHC pseudo amino acid sequence, predict their binding affinity value. This is MHC class I binding data. (1) The peptide sequence is CNYSKFWYL. The MHC is HLA-A68:02 with pseudo-sequence HLA-A68:02. The binding affinity (normalized) is 0.305. (2) The peptide sequence is WRWKSQVTI. The MHC is HLA-A26:02 with pseudo-sequence HLA-A26:02. The binding affinity (normalized) is 0.0847. (3) The peptide sequence is FMRERQLPQ. The MHC is HLA-A26:01 with pseudo-sequence HLA-A26:01. The binding affinity (normalized) is 0.417. (4) The peptide sequence is PSVNEYHMLK. The MHC is HLA-A11:01 with pseudo-sequence HLA-A11:01. The binding affinity (normalized) is 0.758. (5) The MHC is HLA-A24:02 with pseudo-sequence HLA-A24:02. The peptide sequence is RPNNNTRKSI. The binding affinity (normalized) is 0. (6) The peptide sequence is KAIIDTAQF. The MHC is HLA-A26:01 with pseudo-sequence HLA-A26:01. The binding affinity (normalized) is 0.0847. (7) The peptide sequence is AQKLATKPV. The MHC is HLA-A02:12 with pseudo-sequence HLA-A02:12. The binding affinity (normalized) is 0.0847.